This data is from Full USPTO retrosynthesis dataset with 1.9M reactions from patents (1976-2016). The task is: Predict the reactants needed to synthesize the given product. (1) Given the product [CH3:18][N:19]1[CH:23]=[CH:22][CH:21]=[C:20]1[C:24]([NH:2][C@@H:3]1[CH2:12][CH2:11][CH2:10][C:9]2[CH:8]=[C:7]([C:13]([O:15][CH2:16][CH3:17])=[O:14])[CH:6]=[CH:5][C:4]1=2)=[O:25], predict the reactants needed to synthesize it. The reactants are: Cl.[NH2:2][C@@H:3]1[CH2:12][CH2:11][CH2:10][C:9]2[CH:8]=[C:7]([C:13]([O:15][CH2:16][CH3:17])=[O:14])[CH:6]=[CH:5][C:4]1=2.[CH3:18][N:19]1[CH:23]=[CH:22][CH:21]=[C:20]1[C:24](O)=[O:25].F[P-](F)(F)(F)(F)F.C[N+](C)=C(N(C)C)ON1C2N=CC=CC=2N=N1. (2) Given the product [CH2:1]([N:8]1[CH2:12][CH:11]([CH2:14][C:15]([F:17])([F:18])[F:16])[CH2:10][C:9]1=[O:19])[C:2]1[CH:3]=[CH:4][CH:5]=[CH:6][CH:7]=1, predict the reactants needed to synthesize it. The reactants are: [CH2:1]([N:8]1[CH:12](O)[C:11]([CH2:14][C:15]([F:18])([F:17])[F:16])=[CH:10][C:9]1=[O:19])[C:2]1[CH:7]=[CH:6][CH:5]=[CH:4][CH:3]=1. (3) The reactants are: C(O[CH2:5][C:6]1[C:15]2[C:10](=[CH:11][CH:12]=[C:13]([O:16][C:17]3[CH:22]=[C:21]([F:23])[CH:20]=[C:19]([F:24])[CH:18]=3)[CH:14]=2)[C:9]([OH:25])=[C:8]([C:26]([O:28][CH3:29])=[O:27])[N:7]=1)(=O)C.C([O-])([O-])=O.[Na+].[Na+]. Given the product [OH:25][C:9]1[C:10]2[C:15](=[CH:14][C:13]([O:16][C:17]3[CH:18]=[C:19]([F:24])[CH:20]=[C:21]([F:23])[CH:22]=3)=[CH:12][CH:11]=2)[C:6]([CH3:5])=[N:7][C:8]=1[C:26]([O:28][CH3:29])=[O:27], predict the reactants needed to synthesize it. (4) Given the product [CH3:21][C:22]1[CH:27]=[C:26]([CH3:28])[CH:25]=[CH:24][C:23]=1[N:29]1[CH2:30][CH2:31][N:32]([CH2:19][CH2:18][CH2:17][C:9]2[CH:10]=[C:11]([C:12]3[S:13][CH:14]=[CH:15][CH:16]=3)[N:7]([C:1]3[CH:6]=[CH:5][CH:4]=[CH:3][CH:2]=3)[N:8]=2)[CH2:33][CH2:34]1, predict the reactants needed to synthesize it. The reactants are: [C:1]1([N:7]2[C:11]([C:12]3[S:13][CH:14]=[CH:15][CH:16]=3)=[CH:10][C:9]([CH2:17][CH2:18][CH:19]=O)=[N:8]2)[CH:6]=[CH:5][CH:4]=[CH:3][CH:2]=1.[CH3:21][C:22]1[CH:27]=[C:26]([CH3:28])[CH:25]=[CH:24][C:23]=1[N:29]1[CH2:34][CH2:33][NH:32][CH2:31][CH2:30]1.CCN(C(C)C)C(C)C.[BH-](OC(C)=O)(OC(C)=O)OC(C)=O.[Na+]. (5) The reactants are: [NH2:1][CH2:2][CH2:3][O:4][CH2:5][CH2:6][OH:7].[OH-].[Na+].[C:10](O[C:10]([O:12][C:13]([CH3:16])([CH3:15])[CH3:14])=[O:11])([O:12][C:13]([CH3:16])([CH3:15])[CH3:14])=[O:11]. Given the product [C:10]([CH:6]([OH:7])[CH2:5][O:4][CH2:3][CH2:2][NH2:1])([O:12][C:13]([CH3:16])([CH3:15])[CH3:14])=[O:11], predict the reactants needed to synthesize it. (6) Given the product [OH:2][C:3]1[CH:4]=[CH:5][C:6]([S:9][C:10]2[C:15]3[CH:16]=[C:17]([C:19]([O:21][CH3:22])=[O:20])[S:18][C:14]=3[CH:13]=[CH:12][CH:11]=2)=[CH:7][CH:8]=1, predict the reactants needed to synthesize it. The reactants are: C[O:2][C:3]1[CH:8]=[CH:7][C:6]([S:9][C:10]2[C:15]3[CH:16]=[C:17]([C:19]([O:21][CH3:22])=[O:20])[S:18][C:14]=3[CH:13]=[CH:12][CH:11]=2)=[CH:5][CH:4]=1.B(Br)(Br)Br.